From a dataset of Catalyst prediction with 721,799 reactions and 888 catalyst types from USPTO. Predict which catalyst facilitates the given reaction. (1) Reactant: [N:1]1([C:6]([O:8][C@@H:9]2[CH2:14][CH2:13][C@H:12]([NH:15][C:16]3[N:24]=[C:23]4[C:19]([NH:20][C:21](=[O:33])[N:22]4[C:25]4[CH:30]=[CH:29][CH:28]=[CH:27][C:26]=4[O:31][CH3:32])=[C:18]([C:34]([O:36]CC)=O)[N:17]=3)[CH2:11][CH2:10]2)=[O:7])C=CN=C1.[NH2:39]C1C(C(OCC)=O)=NC(N[C@H]2CC[C@@H](O)CC2)=NC=1NC1C=CC=CC=1OC. Product: [C:6](=[O:7])([O:8][C@H:9]1[CH2:10][CH2:11][C@@H:12]([NH:15][C:16]2[N:24]=[C:23]3[C:19]([NH:20][C:21](=[O:33])[N:22]3[C:25]3[CH:30]=[CH:29][CH:28]=[CH:27][C:26]=3[O:31][CH3:32])=[C:18]([C:34](=[O:36])[NH2:39])[N:17]=2)[CH2:13][CH2:14]1)[NH2:1]. The catalyst class is: 4. (2) Reactant: [CH2:1]([O:8][C:9]1[CH:10]=[C:11]([CH:15]=[C:16]([Cl:19])[C:17]=1[CH3:18])[C:12](O)=[O:13])[C:2]1[CH:7]=[CH:6][CH:5]=[CH:4][CH:3]=1.S(Cl)([Cl:22])=O. Product: [CH2:1]([O:8][C:9]1[CH:10]=[C:11]([CH:15]=[C:16]([Cl:19])[C:17]=1[CH3:18])[C:12]([Cl:22])=[O:13])[C:2]1[CH:7]=[CH:6][CH:5]=[CH:4][CH:3]=1. The catalyst class is: 10.